Dataset: Reaction yield outcomes from USPTO patents with 853,638 reactions. Task: Predict the reaction yield, written as a fraction of the theoretical maximum amount of product (1.0 means a 100% yield; for example, 0.34 means a 34% yield). (1) The reactants are CNCCNC.Br[C:8]1[CH:9]=[N:10][CH:11]=[CH:12][CH:13]=1.[Cl:14][C:15]1[C:19]([NH:20][C:21](=[O:23])[CH3:22])=[CH:18][NH:17][N:16]=1.C(=O)([O-])[O-].[K+].[K+]. The catalyst is [Cu]I.CN(C)C=O. The product is [Cl:14][C:15]1[C:19]([NH:20][C:21](=[O:23])[CH3:22])=[CH:18][N:17]([C:8]2[CH:9]=[N:10][CH:11]=[CH:12][CH:13]=2)[N:16]=1. The yield is 0.740. (2) The reactants are [OH:1][CH2:2][C@@H:3]([NH:10][C:11](=[O:17])[O:12][C:13]([CH3:16])([CH3:15])[CH3:14])[C:4]1[CH:9]=[CH:8][CH:7]=[CH:6][CH:5]=1.[CH3:18][S:19](Cl)(=[O:21])=[O:20]. The catalyst is C(Cl)Cl. The product is [CH3:18][S:19]([O:1][CH2:2][C@@H:3]([NH:10][C:11]([O:12][C:13]([CH3:14])([CH3:16])[CH3:15])=[O:17])[C:4]1[CH:9]=[CH:8][CH:7]=[CH:6][CH:5]=1)(=[O:21])=[O:20]. The yield is 1.00. (3) The reactants are Cl[C:2]1[N:7]=[C:6](Cl)[C:5]([F:9])=[CH:4][N:3]=1.[N+:10]([C:13]1[CH:14]=[C:15]([CH:17]=[CH:18][CH:19]=1)[NH2:16])([O-:12])=[O:11]. The catalyst is CO.O. The product is [N+:10]([C:13]1[CH:14]=[C:15]([NH:16][C:2]2[N:7]=[C:6]([NH:16][C:15]3[CH:17]=[CH:18][CH:19]=[C:13]([N+:10]([O-:12])=[O:11])[CH:14]=3)[C:5]([F:9])=[CH:4][N:3]=2)[CH:17]=[CH:18][CH:19]=1)([O-:12])=[O:11]. The yield is 0.760.